This data is from Full USPTO retrosynthesis dataset with 1.9M reactions from patents (1976-2016). The task is: Predict the reactants needed to synthesize the given product. (1) Given the product [CH3:16][N:14]([CH3:15])[CH2:25][CH2:23][N:19]1[CH2:18][CH2:17][CH2:45][C@H:44]([NH:46][C:34]([O:36][N:37]2[C:38](=[O:39])[CH2:40][CH2:41][C:42]2=[O:43])=[O:35])[CH2:22][CH2:20]1, predict the reactants needed to synthesize it. The reactants are: CC1C=CC(S(OCC[N:14]([CH3:16])[CH3:15])(=O)=O)=CC=1.[CH3:17][CH2:18][N:19]([CH:23]([CH3:25])C)[CH:20]([CH3:22])C.C1C(=O)N(O[C:34]([O:36][N:37]2[C:42](=[O:43])[CH2:41][CH2:40][C:38]2=[O:39])=[O:35])C(=O)C1.[C:44](#[N:46])[CH3:45]. (2) The reactants are: Cl.[CH3:2][O:3][C:4](=[O:10])[CH2:5][NH:6]CC=C.C(N([CH2:16][CH3:17])CC)C.[S:18](Cl)([C:21]1[CH:27]=[CH:26][C:24]([CH3:25])=[CH:23][CH:22]=1)(=[O:20])=[O:19].[CH2:29](Cl)Cl. Given the product [CH3:25][C:24]1[CH:26]=[CH:27][C:21]([S:18]([NH:6][C@@H:5]([CH2:29][CH:16]=[CH2:17])[C:4]([O:3][CH3:2])=[O:10])(=[O:20])=[O:19])=[CH:22][CH:23]=1, predict the reactants needed to synthesize it. (3) Given the product [Si:34]([O:33][CH2:32][C@@H:18]1[C@@H:19]([O:21][Si:22]([CH:26]([CH3:28])[CH3:27])([CH:29]([CH3:31])[CH3:30])[CH:23]([CH3:24])[CH3:25])[CH2:20][C@H:16]([NH:15][C:10]2[C:9]([C:7]([C:4]3[S:5][CH:6]=[C:2]([B:41]4[O:45][C:44]([CH3:47])([CH3:46])[C:43]([CH3:49])([CH3:48])[O:42]4)[CH:3]=3)=[O:8])=[CH:14][N:13]=[CH:12][N:11]=2)[CH2:17]1)([C:37]([CH3:39])([CH3:38])[CH3:40])([CH3:35])[CH3:36], predict the reactants needed to synthesize it. The reactants are: Br[C:2]1[CH:3]=[C:4]([C:7]([C:9]2[C:10]([NH:15][C@H:16]3[CH2:20][C@H:19]([O:21][Si:22]([CH:29]([CH3:31])[CH3:30])([CH:26]([CH3:28])[CH3:27])[CH:23]([CH3:25])[CH3:24])[C@@H:18]([CH2:32][O:33][Si:34]([C:37]([CH3:40])([CH3:39])[CH3:38])([CH3:36])[CH3:35])[CH2:17]3)=[N:11][CH:12]=[N:13][CH:14]=2)=[O:8])[S:5][CH:6]=1.[B:41]1([B:41]2[O:45][C:44]([CH3:47])([CH3:46])[C:43]([CH3:49])([CH3:48])[O:42]2)[O:45][C:44]([CH3:47])([CH3:46])[C:43]([CH3:49])([CH3:48])[O:42]1.C([O-])(=O)C.[K+]. (4) Given the product [Br:1][C:2]1[CH:7]=[CH:6][C:5]([O:8][CH:12]2[CH2:16][CH2:15][CH2:14][CH2:13]2)=[C:4]([N+:9]([O-:11])=[O:10])[CH:3]=1, predict the reactants needed to synthesize it. The reactants are: [Br:1][C:2]1[CH:7]=[CH:6][C:5]([OH:8])=[C:4]([N+:9]([O-:11])=[O:10])[CH:3]=1.[CH:12]1(O)[CH2:16][CH2:15][CH2:14][CH2:13]1.C1C=CC(P(C2C=CC=CC=2)C2C=CC=CC=2)=CC=1.CC(OC(/N=N/C(OC(C)C)=O)=O)C. (5) Given the product [NH2:21][CH:17]1[CH2:18][CH2:19][CH2:20][CH:15]([NH:22][C:2]2[CH:11]=[C:10]([N:12]([CH3:14])[CH3:13])[C:9]3[C:4](=[CH:5][CH:6]=[CH:7][CH:8]=3)[N:3]=2)[CH2:16]1, predict the reactants needed to synthesize it. The reactants are: Cl[C:2]1[CH:11]=[C:10]([N:12]([CH3:14])[CH3:13])[C:9]2[C:4](=[CH:5][CH:6]=[CH:7][CH:8]=2)[N:3]=1.[CH:15]1([NH2:22])[CH2:20][CH2:19][CH2:18][CH:17]([NH2:21])[CH2:16]1.CC([O-])(C)C.[Na+]. (6) Given the product [CH3:13][O:14][C:15]1[CH:20]=[CH:19][CH:18]=[CH:17][C:16]=1[O:1][CH:2]1[CH2:3][CH2:4][CH:5]([C:8]([O:10][CH2:11][CH3:12])=[O:9])[CH2:6][CH2:7]1, predict the reactants needed to synthesize it. The reactants are: [OH:1][CH:2]1[CH2:7][CH2:6][CH:5]([C:8]([O:10][CH2:11][CH3:12])=[O:9])[CH2:4][CH2:3]1.[CH3:13][O:14][C:15]1[CH:20]=[CH:19][CH:18]=[CH:17][C:16]=1O.C1(P(C2C=CC=CC=2)C2C=CC=CC=2)C=CC=CC=1.